This data is from Full USPTO retrosynthesis dataset with 1.9M reactions from patents (1976-2016). The task is: Predict the reactants needed to synthesize the given product. (1) Given the product [C:33]1([C:7]2([CH2:15]/[CH:16]=[CH:7]/[C:8]([O:9][CH3:10])=[O:12])[CH2:16][CH2:15][CH2:14][CH2:13][C:8]32[O:12][CH2:11][CH2:10][O:9]3)[CH:34]=[CH:35][CH:36]=[CH:37][CH:38]=1, predict the reactants needed to synthesize it. The reactants are: C1([C:7]2(CC=O)[CH2:16][CH2:15][CH2:14][CH2:13][C:8]32[O:12][CH2:11][CH2:10][O:9]3)C=CC=CC=1.[C:33]1(P(=CC(OC)=O)([C:33]2[CH:38]=[CH:37][CH:36]=[CH:35][CH:34]=2)[C:33]2[CH:38]=[CH:37][CH:36]=[CH:35][CH:34]=2)[CH:38]=[CH:37][CH:36]=[CH:35][CH:34]=1. (2) The reactants are: [Cl-].[CH3:2][C:3]1[N:7]2[N:8]=[C:9]([CH2:12][P+](C3C=CC=CC=3)(C3C=CC=CC=3)C3C=CC=CC=3)[CH:10]=[CH:11][C:6]2=[N:5][C:4]=1[C:32]([F:35])([F:34])[F:33].C1CCN2C(=NCCC2)CC1.[CH3:47][N:48]1[C:52]([CH:53]=O)=[N:51][C:50]([N:55]2[CH2:59][CH2:58][CH2:57][CH2:56]2)=[N:49]1. Given the product [CH3:2][C:3]1[N:7]2[N:8]=[C:9](/[CH:12]=[CH:53]/[C:52]3[N:48]([CH3:47])[N:49]=[C:50]([N:55]4[CH2:59][CH2:58][CH2:57][CH2:56]4)[N:51]=3)[CH:10]=[CH:11][C:6]2=[N:5][C:4]=1[C:32]([F:33])([F:34])[F:35], predict the reactants needed to synthesize it. (3) Given the product [CH3:10][O:9][C:3]1([C:11]#[N:15])[CH2:8][CH2:7][CH2:6][CH2:5][CH2:4]1, predict the reactants needed to synthesize it. The reactants are: CO[C:3]1([O:9][CH3:10])[CH2:8][CH2:7][CH2:6][CH2:5][CH2:4]1.[C:11]([N+:15]#[C-])(C)(C)C. (4) Given the product [Cl:1][C:2]1[CH:3]=[C:4]2[C:12](=[C:13]([NH:17][C:28]([CH:24]3[CH2:25][C:26](=[O:27])[N:22]([CH2:21][CH2:20][N:19]([CH3:31])[CH3:18])[CH2:23]3)=[O:29])[C:14]=1[O:15][CH3:16])[NH:11][C:10]1[CH:9]=[N:8][CH:7]=[CH:6][C:5]2=1, predict the reactants needed to synthesize it. The reactants are: [Cl:1][C:2]1[CH:3]=[C:4]2[C:12](=[C:13]([NH2:17])[C:14]=1[O:15][CH3:16])[NH:11][C:10]1[CH:9]=[N:8][CH:7]=[CH:6][C:5]2=1.[CH3:18][N:19]([CH3:31])[CH2:20][CH2:21][N:22]1[C:26](=[O:27])[CH2:25][CH:24]([C:28](O)=[O:29])[CH2:23]1. (5) Given the product [Cl:14][C:11]1[CH:12]=[CH:13][C:8]([NH:7][C:5](=[O:6])[C:4]2[CH:21]=[CH:22][C:23]([CH2:24][S:25]([CH3:28])(=[O:27])=[O:26])=[C:2]([NH:1][C:30](=[O:39])[CH2:29][N:31]3[CH2:34][CH2:35][CH2:33][CH2:32]3)[CH:3]=2)=[CH:9][C:10]=1[C:15]1[CH:20]=[CH:19][CH:18]=[CH:17][N:16]=1, predict the reactants needed to synthesize it. The reactants are: [NH2:1][C:2]1[CH:3]=[C:4]([CH:21]=[CH:22][C:23]=1[CH2:24][S:25]([CH3:28])(=[O:27])=[O:26])[C:5]([NH:7][C:8]1[CH:13]=[CH:12][C:11]([Cl:14])=[C:10]([C:15]2[CH:20]=[CH:19][CH:18]=[CH:17][N:16]=2)[CH:9]=1)=[O:6].[CH2:29]([N:31]([CH2:34][CH3:35])[CH2:32][CH3:33])[CH3:30].BrCC(Br)=[O:39].C(N(C(C)C)C(C)C)C.N1CCCC1. (6) Given the product [N:1]1([CH2:7][CH2:8][O:9][S:16]([C:13]2[CH:14]=[CH:15][C:10]([CH3:20])=[CH:11][CH:12]=2)(=[O:18])=[O:17])[CH2:6][CH2:5][CH2:4][CH2:3][CH2:2]1, predict the reactants needed to synthesize it. The reactants are: [N:1]1([CH2:7][CH2:8][OH:9])[CH2:6][CH2:5][CH2:4][CH2:3][CH2:2]1.[C:10]1([CH3:20])[CH:15]=[CH:14][C:13]([S:16](Cl)(=[O:18])=[O:17])=[CH:12][CH:11]=1. (7) Given the product [Cl:10][C:6]1[CH:7]=[CH:8][CH:9]=[C:4]([N:1]2[CH:16]=[C:15]([Si:12]([CH3:14])([CH3:13])[CH3:11])[N:3]=[N:2]2)[N:5]=1, predict the reactants needed to synthesize it. The reactants are: [N:1]([C:4]1[CH:9]=[CH:8][CH:7]=[C:6]([Cl:10])[N:5]=1)=[N+:2]=[N-:3].[CH3:11][Si:12]([C:15]#[CH:16])([CH3:14])[CH3:13].O=C1O[C@H]([C@H](CO)O)C([O-])=C1O.[Na+]. (8) Given the product [CH2:3]([N:10]1[CH2:15][C@H:14]2[CH2:16][C@@H:11]1[CH2:12][N:13]2[C:23]([O:25][C:26]([CH3:29])([CH3:28])[CH3:27])=[O:24])[C:4]1[CH:5]=[CH:6][CH:7]=[CH:8][CH:9]=1, predict the reactants needed to synthesize it. The reactants are: Br.Br.[CH2:3]([N:10]1[CH2:15][C@H:14]2[CH2:16][C@@H:11]1[CH2:12][NH:13]2)[C:4]1[CH:9]=[CH:8][CH:7]=[CH:6][CH:5]=1.C([O-])([O-])=O.[K+].[K+].[C:23](O[C:23]([O:25][C:26]([CH3:29])([CH3:28])[CH3:27])=[O:24])([O:25][C:26]([CH3:29])([CH3:28])[CH3:27])=[O:24].